Task: Binary Classification. Given a T-cell receptor sequence (or CDR3 region) and an epitope sequence, predict whether binding occurs between them.. Dataset: TCR-epitope binding with 47,182 pairs between 192 epitopes and 23,139 TCRs (1) The epitope is LEPLVDLPI. The TCR CDR3 sequence is CASSQGGPNFGYGYTF. Result: 1 (the TCR binds to the epitope). (2) The epitope is TLVPQEHYV. The TCR CDR3 sequence is CASSQFYSGNSPLHF. Result: 0 (the TCR does not bind to the epitope). (3) The epitope is HTTDPSFLGRY. The TCR CDR3 sequence is CAIYGGPGNTYGYTF. Result: 0 (the TCR does not bind to the epitope). (4) The epitope is IVDTVSALV. The TCR CDR3 sequence is CASSYFAGWDEQFF. Result: 1 (the TCR binds to the epitope). (5) The epitope is GTSGSPIINR. The TCR CDR3 sequence is CASSLGAGADYEQYF. Result: 1 (the TCR binds to the epitope). (6) The TCR CDR3 sequence is CASSLWERGASYNEQFF. Result: 0 (the TCR does not bind to the epitope). The epitope is HPVGEADYFEY. (7) The epitope is FADDLNQLTGY. The TCR CDR3 sequence is CASSFQNTGELFF. Result: 0 (the TCR does not bind to the epitope). (8) The epitope is KLPDDFTGCV. The TCR CDR3 sequence is CASIATGGVYQPQHF. Result: 1 (the TCR binds to the epitope). (9) The epitope is MLNIPSINV. The TCR CDR3 sequence is CASSLEWGGETQYF. Result: 0 (the TCR does not bind to the epitope). (10) The epitope is RQLLFVVEV. The TCR CDR3 sequence is CASSPRFNQETQYF. Result: 1 (the TCR binds to the epitope).